Dataset: Experimentally validated miRNA-target interactions with 360,000+ pairs, plus equal number of negative samples. Task: Binary Classification. Given a miRNA mature sequence and a target amino acid sequence, predict their likelihood of interaction. (1) The miRNA is hsa-miR-410-3p with sequence AAUAUAACACAGAUGGCCUGU. The protein sequence of the target gene is MTAAANWVANGASLEDCHSNLFSLAELTGIKWRRYNFGGHGDCGPIISAPAQDDPILLSFIRCLQANLLCVWRRDVKPDCKELWIFWWGDEPNLVGVIHHELQVVEEGLWENGLSYECRTLLFKAIHNLLERCLMDKNFVRIGKWFVRPYDKDEKPVNKSEHLSCAFTFFLHGESNVCTSVEIAQHQPIYLINEEHLHMAQSSPAPFQVLVSPYGLNGTLTGHAYKMSDPAARKLIEEWHCFYPMVLRKREEPREEAELGYDDDFPVAVEVIVGGVRMVYPSAFVLVSQNDIPVPQSGHG.... Result: 0 (no interaction). (2) The miRNA is hsa-miR-107 with sequence AGCAGCAUUGUACAGGGCUAUCA. The protein sequence of the target gene is MAATTANPEMTSDVPSLGPAIASGNSGPGIQGGGAIVQRAIKRRPGLDFDDDGEGNSKFLRCDDDQMSNDKERFARSDDEQSSADKERLARENHSEIERRRRNKMTAYITELSDMVPTCSALARKPDKLTILRMAVSHMKSLRGTGNTSTDGSYKPSFLTDQELKHLILEAADGFLFIVSCETGRVVYVSDSVTPVLNQPQSEWFGSTLYDQVHPDDVDKLREQLSTSENALTGRILDLKTGTVKKEGQQSSMRMCMGSRRSFICRMRCGSSSVDPVSVNRLSFVRNRCRNGLGSVKDGE.... Result: 1 (interaction).